This data is from Reaction yield outcomes from USPTO patents with 853,638 reactions. The task is: Predict the reaction yield, written as a fraction of the theoretical maximum amount of product (1.0 means a 100% yield; for example, 0.34 means a 34% yield). (1) The reactants are [C:1]([CH2:3][CH2:4][CH2:5][CH2:6][O:7][C:8]1[CH:31]=[CH:30][CH:29]=[CH:28][C:9]=1[CH2:10][N:11]([CH:25]([CH3:27])[CH3:26])[C:12](=[O:24])[C:13]1[CH:18]=[CH:17][C:16]([C:19]2[O:20][CH:21]=[CH:22][CH:23]=2)=[CH:15][CH:14]=1)#[N:2].[N-:32]=[N+:33]=[N-:34].[Na+].Cl.C(N(CC)CC)C.C([O-])([O-])=O.[Na+].[Na+]. The catalyst is CN(C=O)C. The product is [N:2]1[NH:32][N:33]=[N:34][C:1]=1[CH2:3][CH2:4][CH2:5][CH2:6][O:7][C:8]1[CH:31]=[CH:30][CH:29]=[CH:28][C:9]=1[CH2:10][N:11]([CH:25]([CH3:26])[CH3:27])[C:12](=[O:24])[C:13]1[CH:18]=[CH:17][C:16]([C:19]2[O:20][CH:21]=[CH:22][CH:23]=2)=[CH:15][CH:14]=1. The yield is 0.218. (2) The yield is 0.890. No catalyst specified. The product is [NH2:1][C:2]1[C:21]([Cl:22])=[CH:9][C:8]([Br:12])=[CH:7][C:3]=1[C:4]([OH:6])=[O:5]. The reactants are [NH2:1][C:2]1C(F)=[CH:9][CH:8]=[CH:7][C:3]=1[C:4]([OH:6])=[O:5].[Br:12]N1C(=O)CCC1=O.Cl[CH2:21][Cl:22]. (3) The reactants are O=[C:2]1[C:10]2([C:22]3[C:13](=[CH:14][C:15]4[O:20][CH2:19][CH2:18][O:17][C:16]=4[CH:21]=3)[O:12][CH2:11]2)[C:9]2[C:4](=[CH:5][CH:6]=[CH:7][CH:8]=2)[N:3]1[CH2:23][C:24]1[C:29]([C:30]([O:32]CC)=[O:31])=[CH:28][CH:27]=[CH:26][N:25]=1.[OH-].[Li+].[O:37]1CCCC1.O. The catalyst is CO. The product is [O:37]=[C:18]1[O:17][C:16]2[CH:21]=[C:22]3[C:10]4([C:9]5[C:4](=[CH:5][CH:6]=[CH:7][CH:8]=5)[N:3]([CH2:23][C:24]5[C:29]([C:30]([OH:32])=[O:31])=[CH:28][CH:27]=[CH:26][N:25]=5)[CH2:2]4)[CH2:11][O:12][C:13]3=[CH:14][C:15]=2[O:20][CH2:19]1. The yield is 0.910.